Dataset: Forward reaction prediction with 1.9M reactions from USPTO patents (1976-2016). Task: Predict the product of the given reaction. Given the reactants [C:1]([C:4]1[CH:52]=[CH:51][C:7]([C:8]([N:10]2[CH2:16][C@H:15]([NH:17][C:18](=[O:31])[C@@H:19]([N:22](C)[C:23](=O)OC(C)(C)C)[CH2:20][CH3:21])[C:14](=[O:32])[N:13]([CH2:33][C:34]3[C:43]4[C:38](=[CH:39][C:40]([Br:44])=[CH:41][CH:42]=4)[CH:37]=[CH:36][C:35]=3[O:45][CH3:46])[C:12]3[CH:47]=[CH:48][CH:49]=[CH:50][C:11]2=3)=[O:9])=[CH:6][CH:5]=1)(=[O:3])[CH3:2].[ClH:53], predict the reaction product. The product is: [ClH:53].[C:1]([C:4]1[CH:5]=[CH:6][C:7]([C:8]([N:10]2[CH2:16][C@H:15]([NH:17][C:18](=[O:31])[C@@H:19]([NH:22][CH3:23])[CH2:20][CH3:21])[C:14](=[O:32])[N:13]([CH2:33][C:34]3[C:43]4[C:38](=[CH:39][C:40]([Br:44])=[CH:41][CH:42]=4)[CH:37]=[CH:36][C:35]=3[O:45][CH3:46])[C:12]3[CH:47]=[CH:48][CH:49]=[CH:50][C:11]2=3)=[O:9])=[CH:51][CH:52]=1)(=[O:3])[CH3:2].